This data is from Peptide-MHC class II binding affinity with 134,281 pairs from IEDB. The task is: Regression. Given a peptide amino acid sequence and an MHC pseudo amino acid sequence, predict their binding affinity value. This is MHC class II binding data. (1) The peptide sequence is LALGNQEGSLKTALT. The MHC is DRB1_0901 with pseudo-sequence DRB1_0901. The binding affinity (normalized) is 0.135. (2) The MHC is DRB1_1302 with pseudo-sequence DRB1_1302. The binding affinity (normalized) is 0.0944. The peptide sequence is YRSLQPEEFAVVDLS. (3) The peptide sequence is KNVLKVGRLSAEELM. The MHC is H-2-IAd with pseudo-sequence H-2-IAd. The binding affinity (normalized) is 0.729. (4) The peptide sequence is KGLMNIALAISAQQVN. The MHC is DRB1_0101 with pseudo-sequence DRB1_0101. The binding affinity (normalized) is 0.733. (5) The peptide sequence is AKSSPAYPSVLGQTI. The MHC is HLA-DQA10301-DQB10302 with pseudo-sequence HLA-DQA10301-DQB10302. The binding affinity (normalized) is 0.0700.